This data is from Full USPTO retrosynthesis dataset with 1.9M reactions from patents (1976-2016). The task is: Predict the reactants needed to synthesize the given product. (1) Given the product [C:30]([O:4][C:5]1[CH:10]=[C:9]([CH:11]([CH3:13])[CH3:12])[CH:8]=[CH:7][C:6]=1[C:2]1([NH:1][C:3](=[O:4])[CH2:2][CH2:6][CH2:28][CH3:29])[C:20](=[O:21])[C:19]2[C:14](=[CH:15][CH:16]=[CH:17][CH:18]=2)[C:3]1=[O:22])(=[O:35])[CH2:31][CH2:32][CH2:33][CH3:34], predict the reactants needed to synthesize it. The reactants are: [NH2:1][C:2]12[C:20](=[O:21])[C:19]3[C:14](=[CH:15][CH:16]=[CH:17][CH:18]=3)[C:3]1([OH:22])[O:4][C:5]1[CH:10]=[C:9]([CH:11]([CH3:13])[CH3:12])[CH:8]=[CH:7][C:6]=12.C(N([CH2:28][CH3:29])CC)C.[C:30](Cl)(=[O:35])[CH2:31][CH2:32][CH2:33][CH3:34]. (2) The reactants are: [CH3:1][O:2][C:3]1[C:4]([O:12][CH2:13][CH2:14][CH3:15])=[C:5]([CH:9]=[CH:10][CH:11]=1)[CH2:6][NH:7][CH3:8].CNCC1C=CC2C(=CC=CC=2)C=1CCC.[ClH:32].[N:33]1([CH2:39][CH2:40][N:41]2[CH2:46][C:45]3[CH:47]=[C:48](/[CH:51]=[CH:52]/[C:53]([OH:55])=O)[CH:49]=[N:50][C:44]=3[NH:43][C:42]2=[O:56])[CH2:38][CH2:37][O:36][CH2:35][CH2:34]1. Given the product [ClH:32].[CH3:1][O:2][C:3]1[C:4]([O:12][CH2:13][CH2:14][CH3:15])=[C:5]([CH:9]=[CH:10][CH:11]=1)[CH2:6][N:7]([CH3:8])[C:53](=[O:55])/[CH:52]=[CH:51]/[C:48]1[CH:49]=[N:50][C:44]2[NH:43][C:42](=[O:56])[N:41]([CH2:40][CH2:39][N:33]3[CH2:34][CH2:35][O:36][CH2:37][CH2:38]3)[CH2:46][C:45]=2[CH:47]=1, predict the reactants needed to synthesize it. (3) Given the product [N+:21]([C:18]1[CH:17]=[C:13]([C:14]2[O:1][N:2]=[C:3]([C:5]3[CH:10]=[CH:9][CH:8]=[CH:7][N:6]=3)[N:4]=2)[CH:12]=[CH:20][CH:19]=1)([O-:23])=[O:22], predict the reactants needed to synthesize it. The reactants are: [OH:1][NH:2][C:3]([C:5]1[CH:10]=[CH:9][CH:8]=[CH:7][N:6]=1)=[NH:4].F[C:12]1[CH:20]=[CH:19][C:18]([N+:21]([O-:23])=[O:22])=[CH:17][C:13]=1[C:14](O)=O.